From a dataset of Forward reaction prediction with 1.9M reactions from USPTO patents (1976-2016). Predict the product of the given reaction. Given the reactants [CH3:1][C:2]1[CH:11]=[C:10]2[C:5]([C:6](O[Si](C)(C)C)([C:12]#[N:13])[CH2:7][CH2:8][O:9]2)=[CH:4][CH:3]=1.C[Si](Cl)(C)C.[I-].[Na+], predict the reaction product. The product is: [CH3:1][C:2]1[CH:11]=[C:10]2[C:5]([CH:6]([C:12]#[N:13])[CH2:7][CH2:8][O:9]2)=[CH:4][CH:3]=1.